From a dataset of Full USPTO retrosynthesis dataset with 1.9M reactions from patents (1976-2016). Predict the reactants needed to synthesize the given product. Given the product [Br:8][C:9]1[C:34]([CH3:35])=[N:33][C:12]2[N:13]=[C:14]([N:20]3[CH2:21][CH:22]([NH:24][CH3:25])[CH2:23]3)[C:15]3[N:16]([CH:17]=[N:18][N:19]=3)[C:11]=2[CH:10]=1, predict the reactants needed to synthesize it. The reactants are: C(O)(C(F)(F)F)=O.[Br:8][C:9]1[C:34]([CH3:35])=[N:33][C:12]2[N:13]=[C:14]([N:20]3[CH2:23][CH:22]([N:24](C)[C:25](=O)OC(C)(C)C)[CH2:21]3)[C:15]3[N:16]([CH:17]=[N:18][N:19]=3)[C:11]=2[CH:10]=1.